This data is from Forward reaction prediction with 1.9M reactions from USPTO patents (1976-2016). The task is: Predict the product of the given reaction. Given the reactants [NH2:1][C:2]1[CH:3]=[N:4][CH:5]=[C:6]([CH:11]=1)[C:7]([O:9][CH3:10])=[O:8].C(O)(=O)C.[CH:16](OCC)(OCC)OCC.[N-:26]=[N+:27]=[N-:28].[Na+], predict the reaction product. The product is: [N:1]1([C:2]2[CH:3]=[N:4][CH:5]=[C:6]([CH:11]=2)[C:7]([O:9][CH3:10])=[O:8])[CH:16]=[N:28][N:27]=[N:26]1.